Dataset: Catalyst prediction with 721,799 reactions and 888 catalyst types from USPTO. Task: Predict which catalyst facilitates the given reaction. (1) Reactant: [NH2:1][C:2]1[C:7]([F:8])=[CH:6][C:5]([C:9]2[CH:10]=[C:11]3[C:15](=[CH:16][CH:17]=2)[N:14](C(OC(C)(C)C)=O)[N:13]=[C:12]3[CH3:25])=[CH:4][C:3]=1[F:26].BrC1C=C(F)C(N)=C(F)C=1.CC1C2C(=CC=C(B3OC(C)(C)C(C)(C)O3)C=2)N(C(OC(C)(C)C)=O)N=1.FC(F)(F)C(O)=O. Product: [F:8][C:7]1[CH:6]=[C:5]([C:9]2[CH:10]=[C:11]3[C:15](=[CH:16][CH:17]=2)[NH:14][N:13]=[C:12]3[CH3:25])[CH:4]=[C:3]([F:26])[C:2]=1[NH2:1]. The catalyst class is: 4. (2) Reactant: C([O:3][C:4](=[O:26])[CH2:5][CH2:6][CH2:7][P:8]([O:18][CH2:19][C:20]1[CH:25]=[CH:24][CH:23]=[CH:22][CH:21]=1)([O:10][CH2:11][C:12]1[CH:17]=[CH:16][CH:15]=[CH:14][CH:13]=1)=[O:9])C.O.[OH-].[Li+]. Product: [CH2:19]([O:18][P:8]([CH2:7][CH2:6][CH2:5][C:4]([OH:26])=[O:3])([O:10][CH2:11][C:12]1[CH:17]=[CH:16][CH:15]=[CH:14][CH:13]=1)=[O:9])[C:20]1[CH:25]=[CH:24][CH:23]=[CH:22][CH:21]=1. The catalyst class is: 20. (3) Reactant: [Cl:1][C:2]1[C:3]([NH2:26])=[C:4]2[C:9](=[C:10]([C:12]3[O:13][C:14]([CH:17]4[CH2:22][CH2:21][N:20]([CH:23]5[CH2:25][CH2:24]5)[CH2:19][CH2:18]4)=[N:15][N:16]=3)[CH:11]=1)[O:8][CH2:7][CH2:6][CH2:5]2.[C:27]([OH:34])(=[O:33])/[CH:28]=[CH:29]/[C:30]([OH:32])=[O:31]. Product: [C:27]([OH:34])(=[O:33])/[CH:28]=[CH:29]/[C:30]([OH:32])=[O:31].[Cl:1][C:2]1[C:3]([NH2:26])=[C:4]2[C:9](=[C:10]([C:12]3[O:13][C:14]([CH:17]4[CH2:18][CH2:19][N:20]([CH:23]5[CH2:25][CH2:24]5)[CH2:21][CH2:22]4)=[N:15][N:16]=3)[CH:11]=1)[O:8][CH2:7][CH2:6][CH2:5]2.[Cl:1][C:2]1[C:3]([NH2:26])=[C:4]2[C:9](=[C:10]([C:12]3[O:13][C:14]([CH:17]4[CH2:18][CH2:19][N:20]([CH:23]5[CH2:25][CH2:24]5)[CH2:21][CH2:22]4)=[N:15][N:16]=3)[CH:11]=1)[O:8][CH2:7][CH2:6][CH2:5]2. The catalyst class is: 8.